From a dataset of Reaction yield outcomes from USPTO patents with 853,638 reactions. Predict the reaction yield, written as a fraction of the theoretical maximum amount of product (1.0 means a 100% yield; for example, 0.34 means a 34% yield). (1) The reactants are [CH:1]1([CH2:4][CH2:5][C:6]2[CH:11]=[CH:10][C:9]([S:12]([CH3:15])(=[O:14])=[O:13])=[CH:8][C:7]=2I)[CH2:3][CH2:2]1.[CH3:17][N:18]1[CH:23]=[C:22](B2OC(C)(C)C(C)(C)O2)[CH:21]=[CH:20][C:19]1=[O:33].C([O-])([O-])=O.[Na+].[Na+].CC(=O)OCC. The catalyst is CN(C=O)C.O.C1C=CC(P(C2C=CC=CC=2)[C-]2C=CC=C2)=CC=1.C1C=CC(P(C2C=CC=CC=2)[C-]2C=CC=C2)=CC=1.Cl[Pd]Cl.[Fe+2]. The product is [CH:1]1([CH2:4][CH2:5][C:6]2[CH:11]=[CH:10][C:9]([S:12]([CH3:15])(=[O:14])=[O:13])=[CH:8][C:7]=2[C:22]2[CH:21]=[CH:20][C:19](=[O:33])[N:18]([CH3:17])[CH:23]=2)[CH2:3][CH2:2]1. The yield is 0.550. (2) The reactants are P(Cl)(Cl)([Cl:3])=O.[CH3:6][O:7][C:8]1[CH:17]=[C:16]2[C:11]([C:12](=O)[C:13]([C:18]([O:20][CH2:21][CH3:22])=[O:19])=[CH:14][NH:15]2)=[CH:10][CH:9]=1. No catalyst specified. The product is [Cl:3][C:12]1[C:11]2[C:16](=[CH:17][C:8]([O:7][CH3:6])=[CH:9][CH:10]=2)[N:15]=[CH:14][C:13]=1[C:18]([O:20][CH2:21][CH3:22])=[O:19]. The yield is 0.730. (3) The reactants are [CH3:1][C:2]([N:10]1[CH:14]=[C:13]([C:15]2[CH:20]=[CH:19][N:18]=[C:17]3[N:21](COCC[Si](C)(C)C)[CH:22]=[CH:23][C:16]=23)[CH:12]=[N:11]1)([CH3:9])[CH2:3][C:4]([O:6][CH2:7][CH3:8])=[O:5].[C:32]([OH:38])([C:34]([F:37])([F:36])[F:35])=[O:33]. No catalyst specified. The product is [F:35][C:34]([F:37])([F:36])[C:32]([OH:38])=[O:33].[CH3:9][C:2]([N:10]1[CH:14]=[C:13]([C:15]2[CH:20]=[CH:19][N:18]=[C:17]3[NH:21][CH:22]=[CH:23][C:16]=23)[CH:12]=[N:11]1)([CH3:1])[CH2:3][C:4]([O:6][CH2:7][CH3:8])=[O:5]. The yield is 0.260. (4) The reactants are [Cl:1][C:2]1[CH:10]=[CH:9][C:8]([Cl:11])=[C:7]2[C:3]=1[C:4]([C:20]1[C:28](O)=[CH:27][C:23]3[O:24][CH2:25][O:26][C:22]=3[CH:21]=1)([CH2:18][OH:19])[C:5](=[O:17])[N:6]2[CH2:12][CH2:13][CH2:14][CH2:15][CH3:16].C1(P(C2C=CC=CC=2)C2C=CC=CC=2)C=CC=CC=1.N(C(OC(C)C)=O)=NC(OC(C)C)=O. The catalyst is O1CCCC1. The product is [Cl:1][C:2]1[CH:10]=[CH:9][C:8]([Cl:11])=[C:7]2[C:3]=1[C:4]1([C:20]3=[CH:21][C:22]4[O:26][CH2:25][O:24][C:23]=4[CH:27]=[C:28]3[O:19][CH2:18]1)[C:5](=[O:17])[N:6]2[CH2:12][CH2:13][CH2:14][CH2:15][CH3:16]. The yield is 0.200. (5) The reactants are [CH2:1]([O:8][CH2:9][C:10]1[C@@H:14]([O:15][Si:16]([C:19]([CH3:22])([CH3:21])[CH3:20])([CH3:18])[CH3:17])[CH2:13][C@@H:12]([OH:23])[CH:11]=1)[C:2]1[CH:7]=[CH:6][CH:5]=[CH:4][CH:3]=1.C(=O)([O-])[O-].[Na+].[Na+]. The catalyst is CCOC(C)=O.[Pd]. The product is [CH2:1]([O:8][CH2:9][C@H:10]1[C@@H:14]([O:15][Si:16]([C:19]([CH3:21])([CH3:20])[CH3:22])([CH3:18])[CH3:17])[CH2:13][C@@H:12]([OH:23])[CH2:11]1)[C:2]1[CH:7]=[CH:6][CH:5]=[CH:4][CH:3]=1. The yield is 0.760. (6) The reactants are [CH2:1]([NH:3][C:4]1[CH:11]=[CH:10][C:7]([C:8]#[N:9])=[CH:6][C:5]=1[N:12]=[C:13]1[N:17]([CH2:18][C:19]2[CH:24]=[CH:23][CH:22]=[C:21]([O:25]C)[CH:20]=2)[C:16](=[O:27])[C:15](=[C:28]2[N:32]([CH3:33])[C:31]3[CH:34]=[CH:35][CH:36]=[CH:37][C:30]=3[S:29]2)[S:14]1)[CH3:2].B(Br)(Br)Br. The catalyst is C(Cl)Cl. The product is [CH2:1]([NH:3][C:4]1[CH:11]=[CH:10][C:7]([C:8]#[N:9])=[CH:6][C:5]=1[N:12]=[C:13]1[N:17]([CH2:18][C:19]2[CH:24]=[CH:23][CH:22]=[C:21]([OH:25])[CH:20]=2)[C:16](=[O:27])[C:15](=[C:28]2[N:32]([CH3:33])[C:31]3[CH:34]=[CH:35][CH:36]=[CH:37][C:30]=3[S:29]2)[S:14]1)[CH3:2]. The yield is 0.260. (7) The reactants are [F:1][C:2]1[CH:7]=[CH:6][CH:5]=[CH:4][C:3]=1[C:8]1[CH:13]=[C:12]([F:14])[CH:11]=[CH:10][C:9]=1[N+:15]([O-])=O.C1(P(C2C=CC=CC=2)C2C=CC=CC=2)C=CC=CC=1. The catalyst is ClC1C=CC=CC=1Cl. The product is [F:14][C:12]1[CH:11]=[CH:10][C:9]2[NH:15][C:4]3[C:3]([C:8]=2[CH:13]=1)=[C:2]([F:1])[CH:7]=[CH:6][CH:5]=3. The yield is 0.510. (8) The yield is 0.917. The catalyst is O1CCCC1. The reactants are [CH2:1]([O:4][CH:5]1[CH2:10][CH2:9][CH2:8][CH2:7][O:6]1)[C:2]#[CH:3].C([Li])CCC.[Br:16][C:17](Br)([F:19])[F:18]. The product is [Br:16][C:17]([F:19])([F:18])[C:3]#[C:2][CH2:1][O:4][CH:5]1[CH2:10][CH2:9][CH2:8][CH2:7][O:6]1. (9) The reactants are [Cl:1][C:2]1[CH:3]=[C:4]([CH:6]=[CH:7][CH:8]=1)[NH2:5].Cl.[N:10]([O-])=O.[Na+].C([O-])(=O)C.[Na+].[Cl:19][CH:20]([S:24]([CH3:27])(=[O:26])=[O:25])C(=O)C. The catalyst is O.CC(C)=O.C(O)(=O)C. The product is [Cl:1][C:2]1[CH:3]=[C:4]([NH:5][N:10]=[C:20]([Cl:19])[S:24]([CH3:27])(=[O:26])=[O:25])[CH:6]=[CH:7][CH:8]=1. The yield is 0.810.